From a dataset of Catalyst prediction with 721,799 reactions and 888 catalyst types from USPTO. Predict which catalyst facilitates the given reaction. (1) Reactant: C[O:2][C:3](=[O:18])[CH2:4][CH:5]([NH:10][C:11]([O:13][C:14]([CH3:17])([CH3:16])[CH3:15])=[O:12])[CH2:6][N:7]=[N+:8]=[N-:9].[Li+].[OH-]. Product: [N:7]([CH2:6][CH:5]([NH:10][C:11]([O:13][C:14]([CH3:17])([CH3:16])[CH3:15])=[O:12])[CH2:4][C:3]([OH:18])=[O:2])=[N+:8]=[N-:9]. The catalyst class is: 1. (2) Reactant: Br[C:2]1[N:7]=[C:6]([C:8]([OH:10])=[O:9])[C:5]([OH:11])=[C:4]([O:12][CH2:13][CH3:14])[CH:3]=1.C(N(CC)CC)C. Product: [OH:11][C:5]1[C:6]([C:8]([OH:10])=[O:9])=[N:7][CH:2]=[CH:3][C:4]=1[O:12][CH2:13][CH3:14]. The catalyst class is: 256.